Dataset: Full USPTO retrosynthesis dataset with 1.9M reactions from patents (1976-2016). Task: Predict the reactants needed to synthesize the given product. (1) Given the product [CH:1]1([N:4]([CH2:18][C:19]2[O:23][CH:22]=[C:21]([C:24]([N:75]([CH2:74][C:71]3[CH:70]=[CH:69][C:68]([CH2:67][N:64]4[CH2:65][CH2:66][CH:61]([O:60][CH3:59])[CH2:62][CH2:63]4)=[CH:73][CH:72]=3)[CH3:76])=[O:25])[CH:20]=2)[S:5]([C:8]2[C:13]([CH3:14])=[CH:12][C:11]([O:15][CH3:16])=[CH:10][C:9]=2[CH3:17])(=[O:7])=[O:6])[CH2:3][CH2:2]1, predict the reactants needed to synthesize it. The reactants are: [CH:1]1([N:4]([CH2:18][C:19]2[O:23][CH:22]=[C:21]([C:24](O)=[O:25])[CH:20]=2)[S:5]([C:8]2[C:13]([CH3:14])=[CH:12][C:11]([O:15][CH3:16])=[CH:10][C:9]=2[CH3:17])(=[O:7])=[O:6])[CH2:3][CH2:2]1.CCN=C=NCCCN(C)C.C1C=CC2N(O)N=NC=2C=1.CCN(C(C)C)C(C)C.Cl.Cl.[CH3:59][O:60][CH:61]1[CH2:66][CH2:65][N:64]([CH2:67][C:68]2[CH:73]=[CH:72][C:71]([CH2:74][NH:75][CH3:76])=[CH:70][CH:69]=2)[CH2:63][CH2:62]1. (2) Given the product [O:1]1[C:5]2[CH:6]=[CH:7][CH:8]=[CH:9][C:4]=2[CH:3]=[C:2]1/[CH:10]=[C:17](/[C:16]1[CH:20]=[CH:21][C:22]([O:23][CH3:24])=[C:14]([O:13][CH3:12])[CH:15]=1)\[C:18]#[N:19], predict the reactants needed to synthesize it. The reactants are: [O:1]1[C:5]2[CH:6]=[CH:7][CH:8]=[CH:9][C:4]=2[CH:3]=[C:2]1[CH:10]=O.[CH3:12][O:13][C:14]1[CH:15]=[C:16]([CH:20]=[CH:21][C:22]=1[O:23][CH3:24])[CH2:17][C:18]#[N:19]. (3) Given the product [Cl:33][C:30]1[CH:29]=[CH:28][C:27]([O:26][C:23]2[CH:22]=[CH:21][C:20]([S:17]([NH:16][C@@H:11]3[CH2:12][CH:13]=[CH:14][CH2:15][N:9]([OH:8])[C:10]3=[O:34])(=[O:18])=[O:19])=[CH:25][CH:24]=2)=[CH:32][CH:31]=1, predict the reactants needed to synthesize it. The reactants are: C([O:8][N:9]1[CH2:15][CH:14]=[CH:13][CH2:12][C@@H:11]([NH:16][S:17]([C:20]2[CH:25]=[CH:24][C:23]([O:26][C:27]3[CH:32]=[CH:31][C:30]([Cl:33])=[CH:29][CH:28]=3)=[CH:22][CH:21]=2)(=[O:19])=[O:18])[C:10]1=[O:34])C1C=CC=CC=1.CS(O)(=O)=O. (4) Given the product [CH3:1][C:2]1[C:6]([C:7]2[C:8]3[NH:21][C:24]([CH3:25])=[N:20][C:9]=3[CH:10]=[C:11]([C:13]3[C:14]([CH3:19])=[N:15][O:16][C:17]=3[CH3:18])[CH:12]=2)=[C:5]([CH3:22])[NH:4][N:3]=1, predict the reactants needed to synthesize it. The reactants are: [CH3:1][C:2]1[C:6]([C:7]2[CH:12]=[C:11]([C:13]3[C:14]([CH3:19])=[N:15][O:16][C:17]=3[CH3:18])[CH:10]=[C:9]([NH2:20])[C:8]=2[NH2:21])=[C:5]([CH3:22])[NH:4][N:3]=1.F[CH:24](F)[C:25](OC(=O)C(F)F)=O.C(O)(C(F)(F)F)=O. (5) Given the product [F:16][C:13]1[CH:14]=[CH:15][C:10]([C:8](=[O:9])[CH2:7][C:19]([C:20]2[CH:25]=[CH:24][C:23]([F:26])=[CH:22][CH:21]=2)=[O:18])=[CH:11][CH:12]=1, predict the reactants needed to synthesize it. The reactants are: CC([O-])(C)C.[K+].[CH3:7][C:8]([C:10]1[CH:15]=[CH:14][C:13]([F:16])=[CH:12][CH:11]=1)=[O:9].C[O:18][C:19](=O)[C:20]1[CH:25]=[CH:24][C:23]([F:26])=[CH:22][CH:21]=1.O. (6) The reactants are: S(=O)(=O)(O)O.[Cl:6][C:7]1[CH:12]=[CH:11][C:10]([C@H:13]2[CH2:18][CH2:17][C@H:16]([C:19]([O:21][CH3:22])=[O:20])[CH2:15][CH2:14]2)=[CH:9][CH:8]=1.C1C(=O)N([I:30])C(=O)C1.C(O)(=O)C. Given the product [Cl:6][C:7]1[CH:8]=[CH:9][C:10]([C@H:13]2[CH2:14][CH2:15][C@H:16]([C:19]([O:21][CH3:22])=[O:20])[CH2:17][CH2:18]2)=[CH:11][C:12]=1[I:30], predict the reactants needed to synthesize it. (7) Given the product [Br:24][C:13]1[CH:14]=[C:15]2[C:20](=[CH:21][C:12]=1[C:9]([P:4](=[O:3])([O-:5])[O-:8])([F:11])[F:10])[N:19]=[C:18]([C:22]#[N:23])[CH:17]=[CH:16]2.[NH4+:30].[NH4+:19], predict the reactants needed to synthesize it. The reactants are: C([O:3][P:4]([C:9]([C:12]1[CH:21]=[C:20]2[C:15]([CH:16]=[CH:17][C:18]([C:22]#[N:23])=[N:19]2)=[CH:14][C:13]=1[Br:24])([F:11])[F:10])(=[O:8])[O:5]CC)C.Br[Si](C)(C)C.[NH3:30].CO. (8) Given the product [CH3:33][N:22]([CH2:21][C:13]1[N:12]([CH2:2][CH2:3][NH:4][C:5](=[O:11])[O:6][C:7]([CH3:10])([CH3:9])[CH3:8])[C:16]2[CH:17]=[CH:18][CH:19]=[CH:20][C:15]=2[N:14]=1)[CH:23]1[C:32]2[N:31]=[CH:30][CH:29]=[CH:28][C:27]=2[CH2:26][CH2:25][CH2:24]1, predict the reactants needed to synthesize it. The reactants are: Cl[CH2:2][CH2:3][NH:4][C:5](=[O:11])[O:6][C:7]([CH3:10])([CH3:9])[CH3:8].[NH:12]1[C:16]2[CH:17]=[CH:18][CH:19]=[CH:20][C:15]=2[N:14]=[C:13]1[CH2:21][N:22]([CH3:33])[CH:23]1[C:32]2[N:31]=[CH:30][CH:29]=[CH:28][C:27]=2[CH2:26][CH2:25][CH2:24]1.CN(CC1N(CC2C=NC=CC=2)C2C=CC=CC=2N=1)C1C2N=CC=CC=2CCC1. (9) Given the product [OH:9][B:8]([OH:10])[C:5]1[CH:4]=[N:3][C:2]([N:11]2[CH2:16][CH2:15][CH:14]([C:17]([OH:19])=[O:18])[CH2:13][CH2:12]2)=[N:7][CH:6]=1, predict the reactants needed to synthesize it. The reactants are: Cl[C:2]1[N:7]=[CH:6][C:5]([B:8]([OH:10])[OH:9])=[CH:4][N:3]=1.[NH:11]1[CH2:16][CH2:15][CH:14]([C:17]([OH:19])=[O:18])[CH2:13][CH2:12]1.C(N(CC)CC)C. (10) Given the product [N:37]1([CH2:42][CH2:43][CH2:44][N:45]2[CH2:46][CH2:47][CH:48]([CH2:51][NH:52][C:6](=[O:8])[C:5]3[CH:9]=[C:10]([Cl:11])[C:2]([NH2:1])=[CH:3][C:4]=3[O:12][CH3:13])[CH2:49][CH2:50]2)[CH:41]=[CH:40][N:39]=[N:38]1, predict the reactants needed to synthesize it. The reactants are: [NH2:1][C:2]1[C:10]([Cl:11])=[CH:9][C:5]([C:6]([OH:8])=O)=[C:4]([O:12][CH3:13])[CH:3]=1.CN1CCOCC1.ClC(OCC(C)C)=O.C(O)(=O)CCC(O)=O.[N:37]1([CH2:42][CH2:43][CH2:44][N:45]2[CH2:50][CH2:49][CH:48]([CH2:51][NH2:52])[CH2:47][CH2:46]2)[CH:41]=[CH:40][N:39]=[N:38]1.